From a dataset of Catalyst prediction with 721,799 reactions and 888 catalyst types from USPTO. Predict which catalyst facilitates the given reaction. (1) Reactant: [CH3:1][C:2]1([CH3:16])[C:6]([CH3:8])([CH3:7])[O:5][B:4]([C:9]2[CH:10]=[CH:11][C:12]([NH2:15])=[N:13][CH:14]=2)[O:3]1.[Br:17][CH2:18][C:19]([C:21]1[CH:29]=[C:28]2[C:24]([CH:25]=[CH:26][N:27]2[S:30]([C:33]2[CH:38]=[CH:37][CH:36]=[CH:35][CH:34]=2)(=[O:32])=[O:31])=[CH:23][CH:22]=1)=O. Product: [BrH:17].[C:33]1([S:30]([N:27]2[C:28]3[C:24](=[CH:23][CH:22]=[C:21]([C:19]4[N:15]=[C:12]5[CH:11]=[CH:10][C:9]([B:4]6[O:3][C:2]([CH3:16])([CH3:1])[C:6]([CH3:7])([CH3:8])[O:5]6)=[CH:14][N:13]5[CH:18]=4)[CH:29]=3)[CH:25]=[CH:26]2)(=[O:32])=[O:31])[CH:38]=[CH:37][CH:36]=[CH:35][CH:34]=1. The catalyst class is: 8. (2) Reactant: [F:1][C:2]1[CH:3]=[C:4]2[C:8](=[CH:9][CH:10]=1)[NH:7][C:6]([C:11]([O:13][CH2:14][CH3:15])=[O:12])=[CH:5]2.[F:16][C:17]1[CH:18]=[C:19]([CH:22]=[CH:23][CH:24]=1)[CH2:20]Cl.C(=O)([O-])[O-].[K+].[K+].C(OCC)(=O)C. Product: [F:1][C:2]1[CH:3]=[C:4]2[C:8](=[CH:9][CH:10]=1)[N:7]([CH2:20][C:19]1[CH:22]=[CH:23][CH:24]=[C:17]([F:16])[CH:18]=1)[C:6]([C:11]([O:13][CH2:14][CH3:15])=[O:12])=[CH:5]2. The catalyst class is: 9. (3) Reactant: [NH:1]1[C:9]2[C:4](=CC=CC=2)[CH:3]=[CH:2]1.[CH:10]([NH2:13])([CH3:12])[CH3:11].[CH:14](=O)C.[CH:17]1[CH:22]=CC=C[CH:18]=1. Product: [CH3:14][N:1]([CH2:2][C:3]1[C:11]2[CH:18]=[CH:17][CH:22]=[CH:12][C:10]=2[NH:13][CH:4]=1)[CH3:9]. The catalyst class is: 52. (4) Reactant: Br[C:2]1[CH:7]=C(C)C(OC)=C(C)[CH:3]=1.[CH3:12]CCCCC.[CH2:18]([Li])[CH2:19][CH2:20][CH3:21].[O:23]=[CH:24][CH2:25][CH:26]1[CH2:31][CH2:30][N:29]([C:32]([O:34][C:35]([CH3:38])([CH3:37])[CH3:36])=[O:33])[CH2:28][CH2:27]1.[O:39]1CCC[CH2:40]1. Product: [OH:23][CH:24]([C:18]1[C:2]([CH3:7])=[CH:3][C:21]([O:39][CH3:40])=[CH:20][C:19]=1[CH3:12])[CH2:25][CH:26]1[CH2:27][CH2:28][N:29]([C:32]([O:34][C:35]([CH3:38])([CH3:37])[CH3:36])=[O:33])[CH2:30][CH2:31]1. The catalyst class is: 6. (5) Reactant: C(N[CH:5]([CH3:7])[CH3:6])(C)C.[Li]CCCC.CN1C(=O)N(C)CCC1.[CH2:22]([O:24][C:25]([CH:27]1[CH2:32][CH2:31][CH2:30][CH:29]([C:33]([O:35][CH2:36][CH3:37])=[O:34])[CH2:28]1)=[O:26])[CH3:23].C(Br)C=C. Product: [CH2:36]([O:35][C:33]([C:29]1([CH2:7][CH:5]=[CH2:6])[CH2:30][CH2:31][CH2:32][CH:27]([C:25]([O:24][CH2:22][CH3:23])=[O:26])[CH2:28]1)=[O:34])[CH3:37]. The catalyst class is: 1. (6) Reactant: [H-].[Na+].[CH3:3][N:4]1CN(C)[CH2:7][NH:6][C:5]1=[N:11][N+:12]([O-:14])=[O:13].O(C[CH:24]1[CH2:28][CH2:27][O:26][CH2:25]1)S(C(F)(F)F)(=O)=O.Cl.C(=O)(O)[O-].[Na+]. Product: [O:26]1[CH2:27][CH2:28][CH:24]([CH2:7][NH:6][C:5]([NH:4][CH3:3])=[N:11][N+:12]([O-:14])=[O:13])[CH2:25]1. The catalyst class is: 3. (7) Reactant: C1COCC1.[OH-].[Na+].C([O:10][C:11](=[O:46])[C:12]([CH3:45])=[CH:13][C:14]1[C:19]([F:20])=[CH:18][C:17]([C:21](=[O:43])[NH:22][C:23]2[S:24][CH:25]=[C:26]([C:28]3[CH:33]=[CH:32][CH:31]=[C:30]([CH:34]([O:40][CH3:41])[CH2:35][CH2:36][CH2:37][CH2:38][CH3:39])[C:29]=3[F:42])[N:27]=2)=[CH:16][C:15]=1[F:44])C.Cl. Product: [F:44][C:15]1[CH:16]=[C:17]([C:21](=[O:43])[NH:22][C:23]2[S:24][CH:25]=[C:26]([C:28]3[CH:33]=[CH:32][CH:31]=[C:30]([CH:34]([O:40][CH3:41])[CH2:35][CH2:36][CH2:37][CH2:38][CH3:39])[C:29]=3[F:42])[N:27]=2)[CH:18]=[C:19]([F:20])[C:14]=1[CH:13]=[C:12]([CH3:45])[C:11]([OH:46])=[O:10]. The catalyst class is: 5. (8) Reactant: [Cl:1][C:2]1[CH:7]=[CH:6][C:5]([C:8]2[N:9]([CH:14]3[CH2:16][CH2:15]3)[C:10](=[O:13])[NH:11][N:12]=2)=[CH:4][CH:3]=1.CC(C)([O-])C.[K+].[NH:23]1[C:27]([S:28](Cl)(=[O:30])=[O:29])=[N:26][CH:25]=[N:24]1.O. Product: [Cl:1][C:2]1[CH:3]=[CH:4][C:5]([C:8]2[N:9]([CH:14]3[CH2:16][CH2:15]3)[C:10](=[O:13])[N:11]([S:28]([C:27]3[NH:23][N:24]=[CH:25][N:26]=3)(=[O:30])=[O:29])[N:12]=2)=[CH:6][CH:7]=1. The catalyst class is: 1.